Dataset: NCI-60 drug combinations with 297,098 pairs across 59 cell lines. Task: Regression. Given two drug SMILES strings and cell line genomic features, predict the synergy score measuring deviation from expected non-interaction effect. (1) Drug 1: COC1=C(C=C2C(=C1)N=CN=C2NC3=CC(=C(C=C3)F)Cl)OCCCN4CCOCC4. Drug 2: CC12CCC3C(C1CCC2OP(=O)(O)O)CCC4=C3C=CC(=C4)OC(=O)N(CCCl)CCCl.[Na+]. Cell line: MCF7. Synergy scores: CSS=-12.6, Synergy_ZIP=-1.11, Synergy_Bliss=-11.1, Synergy_Loewe=-32.5, Synergy_HSA=-18.5. (2) Drug 1: C1=NC2=C(N=C(N=C2N1C3C(C(C(O3)CO)O)F)Cl)N. Drug 2: C(CCl)NC(=O)N(CCCl)N=O. Cell line: UACC-257. Synergy scores: CSS=6.60, Synergy_ZIP=-3.11, Synergy_Bliss=-1.94, Synergy_Loewe=-0.0871, Synergy_HSA=-0.0590. (3) Drug 1: C1C(C(OC1N2C=NC3=C(N=C(N=C32)Cl)N)CO)O. Drug 2: CCN(CC)CCCC(C)NC1=C2C=C(C=CC2=NC3=C1C=CC(=C3)Cl)OC. Cell line: 786-0. Synergy scores: CSS=10.7, Synergy_ZIP=-4.83, Synergy_Bliss=-2.48, Synergy_Loewe=-2.75, Synergy_HSA=-3.34. (4) Drug 1: C1CN(P(=O)(OC1)NCCCl)CCCl. Drug 2: C(CN)CNCCSP(=O)(O)O. Cell line: SN12C. Synergy scores: CSS=6.25, Synergy_ZIP=-4.60, Synergy_Bliss=-4.10, Synergy_Loewe=-1.66, Synergy_HSA=-1.09.